This data is from Peptide-MHC class I binding affinity with 185,985 pairs from IEDB/IMGT. The task is: Regression. Given a peptide amino acid sequence and an MHC pseudo amino acid sequence, predict their binding affinity value. This is MHC class I binding data. (1) The peptide sequence is RSYMSFWCK. The MHC is HLA-A02:06 with pseudo-sequence HLA-A02:06. The binding affinity (normalized) is 0.0847. (2) The peptide sequence is DPRDDLSGM. The MHC is HLA-B40:01 with pseudo-sequence HLA-B40:01. The binding affinity (normalized) is 0.0847. (3) The peptide sequence is PRRIRQGLEL. The MHC is Mamu-B08 with pseudo-sequence Mamu-B08. The binding affinity (normalized) is 0.595. (4) The peptide sequence is TKDTNDNNL. The MHC is HLA-B15:01 with pseudo-sequence HLA-B15:01. The binding affinity (normalized) is 0.0847. (5) The peptide sequence is LNAWGCAFR. The MHC is HLA-A33:01 with pseudo-sequence HLA-A33:01. The binding affinity (normalized) is 0.597. (6) The peptide sequence is TLARSICEK. The MHC is HLA-A03:01 with pseudo-sequence HLA-A03:01. The binding affinity (normalized) is 0.552.